Dataset: Forward reaction prediction with 1.9M reactions from USPTO patents (1976-2016). Task: Predict the product of the given reaction. (1) Given the reactants CON(C)[C:4](=[O:14])[CH2:5][NH:6][C:7](=[O:13])[O:8][C:9]([CH3:12])([CH3:11])[CH3:10].[S:16]1[CH:20]=[CH:19][C:18]([Mg]I)=[CH:17]1.[NH4+].[Cl-], predict the reaction product. The product is: [O:14]=[C:4]([C:18]1[CH:19]=[CH:20][S:16][CH:17]=1)[CH2:5][NH:6][C:7](=[O:13])[O:8][C:9]([CH3:10])([CH3:11])[CH3:12]. (2) Given the reactants [NH2:1][C:2]1[C:3]([C:13]([NH:15][NH2:16])=[O:14])=[N:4][C:5](Br)=[C:6]([C:8]([F:11])([F:10])[F:9])[CH:7]=1.COC(C1C(N)=CC(C(F)(F)F)=C(Br)N=1)=O.COC(C1C(N)=CC(C(F)(F)F)=CN=1)=O, predict the reaction product. The product is: [NH2:1][C:2]1[C:3]([C:13]([NH:15][NH2:16])=[O:14])=[N:4][CH:5]=[C:6]([C:8]([F:10])([F:9])[F:11])[CH:7]=1.